From a dataset of Forward reaction prediction with 1.9M reactions from USPTO patents (1976-2016). Predict the product of the given reaction. (1) Given the reactants Br[C:2]1[CH:3]=[CH:4][C:5]([O:10][CH:11]([CH3:13])[CH3:12])=[C:6]([CH:9]=1)[C:7]#[N:8].[CH3:14][C:15]1([CH3:31])[C:19]([CH3:21])([CH3:20])[O:18][B:17]([B:17]2[O:18][C:19]([CH3:21])([CH3:20])[C:15]([CH3:31])([CH3:14])[O:16]2)[O:16]1.C([O-])(=O)C.[K+], predict the reaction product. The product is: [CH3:12][CH:11]([O:10][C:5]1[CH:4]=[CH:3][C:2]([B:17]2[O:18][C:19]([CH3:21])([CH3:20])[C:15]([CH3:31])([CH3:14])[O:16]2)=[CH:9][C:6]=1[C:7]#[N:8])[CH3:13]. (2) Given the reactants [N:1]1[O:2][N:3]=[C:4]2[CH:9]=[C:8]([O:10][C:11]3[N:19]=[CH:18][CH:17]=[CH:16][C:12]=3[C:13]([OH:15])=O)[CH:7]=[CH:6][C:5]=12.[C:20]([O:24][C:25](=[O:38])[CH:26]([O:28][C:29]1[CH:34]=[CH:33][C:32]([CH2:35][NH2:36])=[C:31]([F:37])[CH:30]=1)[CH3:27])([CH3:23])([CH3:22])[CH3:21].O1C2C=CC(OC3N=CC=CC=3C(O)=O)=CC=2OC1.COC(=O)COC1C=CC(CN)=C(F)C=1, predict the reaction product. The product is: [C:20]([O:24][C:25](=[O:38])[CH:26]([O:28][C:29]1[CH:34]=[CH:33][C:32]([CH2:35][NH:36][C:13]([C:12]2[C:11]([O:10][C:8]3[CH:7]=[CH:6][C:5]4=[N:1][O:2][N:3]=[C:4]4[CH:9]=3)=[N:19][CH:18]=[CH:17][CH:16]=2)=[O:15])=[C:31]([F:37])[CH:30]=1)[CH3:27])([CH3:21])([CH3:22])[CH3:23]. (3) Given the reactants [Cl-].[CH3:2][C:3]1[C:11]2[CH2:10][O:9][C:8](=[O:12])[C:7]=2[CH:6]=[CH:5][C:4]=1[CH2:13][CH2:14][N:15]1[CH2:20][CH2:19][CH:18]([NH3+:21])[CH2:17][CH2:16]1.[C:22]([C:24]1[CH:25]=[C:26]([C:29](O)=[O:30])[S:27][CH:28]=1)#[N:23], predict the reaction product. The product is: [C:22]([C:24]1[CH:25]=[C:26]([C:29]([NH:21][CH:18]2[CH2:17][CH2:16][N:15]([CH2:14][CH2:13][C:4]3[C:3]([CH3:2])=[C:11]4[C:7](=[CH:6][CH:5]=3)[C:8](=[O:12])[O:9][CH2:10]4)[CH2:20][CH2:19]2)=[O:30])[S:27][CH:28]=1)#[N:23]. (4) Given the reactants [C:1]1([O:7][C:8](Cl)=[O:9])[CH:6]=[CH:5][CH:4]=[CH:3][CH:2]=1.[NH2:11][C:12]1[CH:17]=[CH:16][C:15]([C:18]#[C:19][C:20]2[C:21]([NH2:27])=[N:22][CH:23]=[N:24][C:25]=2[NH2:26])=[CH:14][CH:13]=1.N1C=CC=CC=1.O, predict the reaction product. The product is: [NH2:26][C:25]1[C:20]([C:19]#[C:18][C:15]2[CH:16]=[CH:17][C:12]([NH:11][C:8](=[O:9])[O:7][C:1]3[CH:6]=[CH:5][CH:4]=[CH:3][CH:2]=3)=[CH:13][CH:14]=2)=[C:21]([NH2:27])[N:22]=[CH:23][N:24]=1.